From a dataset of Forward reaction prediction with 1.9M reactions from USPTO patents (1976-2016). Predict the product of the given reaction. Given the reactants Cl[CH2:2][C:3](Cl)=[O:4].[Br:6][C:7]1[CH:12]=[CH:11][C:10]([C@H:13]([OH:24])[CH2:14][NH:15][C@@H:16]([C:18]2[CH:23]=[CH:22][CH:21]=[CH:20][CH:19]=2)[CH3:17])=[CH:9][CH:8]=1.C(N(CC)CC)C.Cl.[OH-].[K+], predict the reaction product. The product is: [Br:6][C:7]1[CH:8]=[CH:9][C:10]([C@H:13]2[CH2:14][N:15]([C@@H:16]([C:18]3[CH:19]=[CH:20][CH:21]=[CH:22][CH:23]=3)[CH3:17])[C:3](=[O:4])[CH2:2][O:24]2)=[CH:11][CH:12]=1.